From a dataset of Catalyst prediction with 721,799 reactions and 888 catalyst types from USPTO. Predict which catalyst facilitates the given reaction. (1) Reactant: O.[OH-].[Li+].[CH3:4][C:5]([CH3:19])([CH3:18])[C:6]#[C:7][C:8]1[N:13]=[CH:12][C:11]([C:14]([O:16]C)=[O:15])=[CH:10][N:9]=1.Cl. Product: [CH3:4][C:5]([CH3:19])([CH3:18])[C:6]#[C:7][C:8]1[N:13]=[CH:12][C:11]([C:14]([OH:16])=[O:15])=[CH:10][N:9]=1. The catalyst class is: 132. (2) Reactant: [C:1]([C:3]1[CH:8]=[C:7]([O:9][CH3:10])[C:6]([OH:11])=[CH:5][C:4]=1[N:12]=[CH:13][N:14]([CH3:16])[CH3:15])#[N:2].[C:17]([O:21][CH2:22][CH2:23][N:24]1[CH2:29][CH2:28][CH:27]([CH2:30][CH2:31]O)[CH2:26][CH2:25]1)([CH3:20])([CH3:19])[CH3:18].C1(P(C2C=CC=CC=2)C2C=CC=CC=2)C=CC=CC=1.N(C(OC(C)(C)C)=O)=NC(OC(C)(C)C)=O. Product: [C:17]([O:21][CH2:22][CH2:23][N:24]1[CH2:25][CH2:26][CH:27]([CH2:30][CH2:31][O:11][C:6]2[C:7]([O:9][CH3:10])=[CH:8][C:3]([C:1]#[N:2])=[C:4]([N:12]=[CH:13][N:14]([CH3:15])[CH3:16])[CH:5]=2)[CH2:28][CH2:29]1)([CH3:20])([CH3:19])[CH3:18]. The catalyst class is: 4.